From a dataset of Reaction yield outcomes from USPTO patents with 853,638 reactions. Predict the reaction yield, written as a fraction of the theoretical maximum amount of product (1.0 means a 100% yield; for example, 0.34 means a 34% yield). The reactants are Cl.[Cl:2][CH2:3][C:4]1[CH:5]=[CH:6][C:7]([CH3:10])=[N:8][CH:9]=1.[OH-].[Na+]. The catalyst is C(Cl)Cl. The product is [Cl:2][CH2:3][C:4]1[CH:5]=[CH:6][C:7]([CH3:10])=[N:8][CH:9]=1. The yield is 0.890.